From a dataset of Full USPTO retrosynthesis dataset with 1.9M reactions from patents (1976-2016). Predict the reactants needed to synthesize the given product. (1) Given the product [CH:19]([C:22]1[CH:27]=[CH:26][CH:25]=[C:24]([CH:28]([CH3:29])[CH3:30])[C:23]=1[NH:31][C:32](=[O:33])[N:10]([CH2:9][C:6]1[CH:5]=[CH:4][C:3]([N:2]([CH3:18])[CH3:1])=[CH:8][CH:7]=1)[C:11]1[CH:16]=[CH:15][C:14]([CH3:17])=[CH:13][CH:12]=1)([CH3:20])[CH3:21], predict the reactants needed to synthesize it. The reactants are: [CH3:1][N:2]([CH3:18])[C:3]1[CH:8]=[CH:7][C:6]([CH2:9][NH:10][C:11]2[CH:16]=[CH:15][C:14]([CH3:17])=[CH:13][CH:12]=2)=[CH:5][CH:4]=1.[CH:19]([C:22]1[CH:27]=[CH:26][CH:25]=[C:24]([CH:28]([CH3:30])[CH3:29])[C:23]=1[N:31]=[C:32]=[O:33])([CH3:21])[CH3:20]. (2) Given the product [Cl:1][C:2]1[N:7]=[C:6]2[N:8]([CH2:11][C:12]3[CH:13]=[C:14]4[C:19](=[CH:20][CH:21]=3)[NH:18][C:17](=[O:24])[CH:16]=[CH:15]4)[N:9]=[N:10][C:5]2=[CH:4][CH:3]=1, predict the reactants needed to synthesize it. The reactants are: [Cl:1][C:2]1[N:7]=[C:6]2[N:8]([CH2:11][C:12]3[CH:13]=[C:14]4[C:19](=[CH:20][CH:21]=3)[N+:18]([O-])=[CH:17][CH:16]=[CH:15]4)[N:9]=[N:10][C:5]2=[CH:4][CH:3]=1.C(=O)(O)[O-:24].[Na+]. (3) Given the product [CH3:18][C:19]([CH3:33])([CH3:32])[CH2:20][CH2:21][NH:22][C:23]([C:24]1[C:25]([S:30][CH2:8][C:9](=[O:17])[CH2:10][C:11]2[CH:16]=[CH:15][CH:14]=[CH:13][CH:12]=2)=[N:26][CH:27]=[CH:28][CH:29]=1)=[O:31], predict the reactants needed to synthesize it. The reactants are: C([O-])([O-])=O.[K+].[K+].Cl[CH2:8][C:9](=[O:17])[CH2:10][C:11]1[CH:16]=[CH:15][CH:14]=[CH:13][CH:12]=1.[CH3:18][C:19]([CH3:33])([CH3:32])[CH2:20][CH2:21][NH:22][C:23](=[O:31])[C:24]1[CH:29]=[CH:28][CH:27]=[N:26][C:25]=1[SH:30].CCCCCC.CC(=O)OCC. (4) The reactants are: [CH3:1][N:2]1[C:10]2[CH:9]=[C:8]([C:11]3[CH:16]=[CH:15][C:14]([O:17][CH2:18][CH2:19][CH2:20][NH:21][CH3:22])=[C:13]([C:23]([F:26])([F:25])[F:24])[CH:12]=3)[N:7]=[C:6]([C:27]#[N:28])[C:5]=2[N:4]=[CH:3]1.C(N(CC)CC)C.Cl.[CH3:37][N:38]1[CH2:43][CH2:42][CH2:41][CH2:40][CH:39]1[C:44]([OH:46])=O.F[P-](F)(F)(F)(F)F.N1(OC(N(C)C)=[N+](C)C)C2C=CC=CC=2N=N1. Given the product [C:27]([C:6]1[C:5]2[N:4]=[CH:3][N:2]([CH3:1])[C:10]=2[CH:9]=[C:8]([C:11]2[CH:16]=[CH:15][C:14]([O:17][CH2:18][CH2:19][CH2:20][N:21]([CH3:22])[C:44]([CH:39]3[CH2:40][CH2:41][CH2:42][CH2:43][N:38]3[CH3:37])=[O:46])=[C:13]([C:23]([F:26])([F:24])[F:25])[CH:12]=2)[N:7]=1)#[N:28], predict the reactants needed to synthesize it. (5) Given the product [Br:1][C:2]1[CH:3]=[CH:4][C:5]([C:8]([N:13]([CH3:14])[CH3:12])=[O:10])=[N:6][CH:7]=1, predict the reactants needed to synthesize it. The reactants are: [Br:1][C:2]1[CH:3]=[CH:4][C:5]([C:8]([OH:10])=O)=[N:6][CH:7]=1.Cl.[CH3:12][NH:13][CH3:14].CCN=C=NCCCN(C)C.C1C=CC2N(O)N=NC=2C=1.C(N(CC)CC)C. (6) The reactants are: [NH2:1][C:2]1[CH:7]=[CH:6][C:5]([Cl:8])=[CH:4][C:3]=1[CH:9]([C:11]1[C:20]2[O:19][CH2:18][CH2:17][O:16][C:15]=2[CH:14]=[CH:13][CH:12]=1)[OH:10].[CH3:21][O:22][C:23]1[CH:30]=[C:29]([O:31][CH3:32])[CH:28]=[CH:27][C:24]=1[CH:25]=O.[BH4-].[Na+]. Given the product [Cl:8][C:5]1[CH:6]=[CH:7][C:2]([NH:1][CH2:25][C:24]2[CH:27]=[CH:28][C:29]([O:31][CH3:32])=[CH:30][C:23]=2[O:22][CH3:21])=[C:3]([CH:9]([C:11]2[C:20]3[O:19][CH2:18][CH2:17][O:16][C:15]=3[CH:14]=[CH:13][CH:12]=2)[OH:10])[CH:4]=1, predict the reactants needed to synthesize it. (7) Given the product [C:29]1([C@@H:20]2[C@@H:21]([C:23]3[CH:24]=[CH:25][CH:26]=[CH:27][CH:28]=3)[O:22][C:18]3([CH2:35][CH2:36][C@H:16]([CH2:15][S:13][C:12]4[N:8]([C:2]5[CH:3]=[CH:4][CH:5]=[CH:6][CH:7]=5)[N:9]=[N:10][N:11]=4)[CH2:17]3)[O:19]2)[CH:34]=[CH:33][CH:32]=[CH:31][CH:30]=1, predict the reactants needed to synthesize it. The reactants are: [Na].[C:2]1([N:8]2[C:12]([SH:13])=[N:11][N:10]=[N:9]2)[CH:7]=[CH:6][CH:5]=[CH:4][CH:3]=1.I[CH2:15][C@H:16]1[CH2:36][CH2:35][C:18]2([O:22][C@H:21]([C:23]3[CH:28]=[CH:27][CH:26]=[CH:25][CH:24]=3)[C@@H:20]([C:29]3[CH:34]=[CH:33][CH:32]=[CH:31][CH:30]=3)[O:19]2)[CH2:17]1. (8) The reactants are: C([O:4][CH2:5][CH2:6][O:7][C:8]1[CH:9]=[C:10]2[C:15](=[CH:16][CH:17]=1)[N:14]=[C:13]([CH2:18][CH:19]([CH3:21])[CH3:20])[C:12]([C:22]#[N:23])=[C:11]2[C:24]1[CH:29]=[CH:28][C:27]([CH3:30])=[CH:26][CH:25]=1)(=O)C.CO.[OH-].[Na+].O. Given the product [OH:4][CH2:5][CH2:6][O:7][C:8]1[CH:9]=[C:10]2[C:15](=[CH:16][CH:17]=1)[N:14]=[C:13]([CH2:18][CH:19]([CH3:21])[CH3:20])[C:12]([C:22]#[N:23])=[C:11]2[C:24]1[CH:29]=[CH:28][C:27]([CH3:30])=[CH:26][CH:25]=1, predict the reactants needed to synthesize it. (9) Given the product [P:17]([O-:20])([O-:19])([O-:18])=[O:16].[Ca+2:25].[P:17]([O-:20])([O-:19])([O-:18])=[O:16].[Ca+2:25].[Ca+2:25], predict the reactants needed to synthesize it. The reactants are: Cl.S(OOS([O-])(=O)=O)([O-])(=O)=O.[NH4+].[NH4+].[Na+].[Cl-].[OH:16][P:17]([O-:20])([O-:19])=[O:18].[K+].[K+].[Cl-].[Cl-].[Ca+2:25].C(O)C(N)(CO)CO.C([O-])(O)=O.[Na+].